This data is from Catalyst prediction with 721,799 reactions and 888 catalyst types from USPTO. The task is: Predict which catalyst facilitates the given reaction. (1) Reactant: [NH2:1][C:2]1[CH:35]=[CH:34][C:5]([O:6][C:7]2[C:16]3[C:11](=[CH:12][C:13]([O:19][CH2:20][CH:21]4[CH2:26][CH2:25][N:24]([C:27]([O:29][C:30]([CH3:33])([CH3:32])[CH3:31])=[O:28])[CH2:23][CH2:22]4)=[C:14]([C:17]#[N:18])[CH:15]=3)[N:10]=[CH:9][CH:8]=2)=[CH:4][C:3]=1[F:36].N1C=CC=CC=1.Cl[C:44]([O:46][C:47]1[CH:52]=[CH:51][CH:50]=[CH:49][CH:48]=1)=[O:45]. Product: [C:17]([C:14]1[CH:15]=[C:16]2[C:11](=[CH:12][C:13]=1[O:19][CH2:20][CH:21]1[CH2:22][CH2:23][N:24]([C:27]([O:29][C:30]([CH3:32])([CH3:31])[CH3:33])=[O:28])[CH2:25][CH2:26]1)[N:10]=[CH:9][CH:8]=[C:7]2[O:6][C:5]1[CH:34]=[CH:35][C:2]([NH:1][C:44]([O:46][C:47]2[CH:52]=[CH:51][CH:50]=[CH:49][CH:48]=2)=[O:45])=[C:3]([F:36])[CH:4]=1)#[N:18]. The catalyst class is: 7. (2) The catalyst class is: 42. Reactant: C(N(CC)CC)C.[Cl:8][C:9]1[CH:10]=[C:11]([C:19]([OH:21])=O)[CH:12]=[N:13][C:14]=1[O:15][CH:16]([CH3:18])[CH3:17].O.OC1C2N=NNC=2C=CC=1.Cl.CN(C)CCCN=C=NCC.O[NH:46][C:47](=[NH:66])[C:48]1[C:58]2[O:57][CH2:56][CH2:55][N:54]([C:59]([O:61][C:62]([CH3:65])([CH3:64])[CH3:63])=[O:60])[CH2:53][C:52]=2[CH:51]=[CH:50][CH:49]=1. Product: [Cl:8][C:9]1[CH:10]=[C:11]([C:19]2[O:21][N:46]=[C:47]([C:48]3[C:58]4[O:57][CH2:56][CH2:55][N:54]([C:59]([O:61][C:62]([CH3:65])([CH3:64])[CH3:63])=[O:60])[CH2:53][C:52]=4[CH:51]=[CH:50][CH:49]=3)[N:66]=2)[CH:12]=[N:13][C:14]=1[O:15][CH:16]([CH3:17])[CH3:18].